Dataset: Reaction yield outcomes from USPTO patents with 853,638 reactions. Task: Predict the reaction yield, written as a fraction of the theoretical maximum amount of product (1.0 means a 100% yield; for example, 0.34 means a 34% yield). The reactants are [N-:1]=[N+:2]=[N-:3].[Na+].[CH2:5]([O:12][C:13]([N:15]1[C@H:22]([CH3:23])[CH2:21][CH2:20][C@@H:19]2[C@@H:17]([O:18]2)[CH2:16]1)=[O:14])[C:6]1[CH:11]=[CH:10][CH:9]=[CH:8][CH:7]=1.[Cl-].[NH4+]. The catalyst is CO.O. The product is [CH2:5]([O:12][C:13]([N:15]1[CH2:16][C@H:17]([OH:18])[C@@H:19]([N:1]=[N+:2]=[N-:3])[CH2:20][CH2:21][C@H:22]1[CH3:23])=[O:14])[C:6]1[CH:11]=[CH:10][CH:9]=[CH:8][CH:7]=1. The yield is 0.890.